The task is: Predict the reaction yield, written as a fraction of the theoretical maximum amount of product (1.0 means a 100% yield; for example, 0.34 means a 34% yield).. This data is from Reaction yield outcomes from USPTO patents with 853,638 reactions. The reactants are Cl[C:2]1[CH:7]=[CH:6][N:5]=[C:4]2[NH:8][CH:9]=[C:10]([C:11]#[N:12])[C:3]=12.[S:13]1[CH:17]=[CH:16][C:15](B(O)O)=[CH:14]1. No catalyst specified. The product is [S:13]1[CH:17]=[CH:16][C:15]([C:2]2[CH:7]=[CH:6][N:5]=[C:4]3[NH:8][CH:9]=[C:10]([C:11]#[N:12])[C:3]=23)=[CH:14]1. The yield is 0.180.